From a dataset of Full USPTO retrosynthesis dataset with 1.9M reactions from patents (1976-2016). Predict the reactants needed to synthesize the given product. (1) Given the product [C:1]([CH:5]1[CH2:14][CH2:13][C:12]2[N:11]=[C:10]([Cl:21])[C:9]([N+:16]([O-:18])=[O:17])=[CH:8][C:7]=2[CH2:6]1)([CH3:4])([CH3:3])[CH3:2], predict the reactants needed to synthesize it. The reactants are: [C:1]([CH:5]1[CH2:14][CH2:13][C:12]2[N:11]=[C:10](O)[C:9]([N+:16]([O-:18])=[O:17])=[CH:8][C:7]=2[CH2:6]1)([CH3:4])([CH3:3])[CH3:2].O=P(Cl)(Cl)[Cl:21].C(N(C(C)C)CC)(C)C.[OH-].[Na+]. (2) Given the product [C:1]([OH:2])([C:39]([F:42])([F:41])[F:40])=[O:4].[Cl:7][C:8]1[CH:13]=[CH:12][C:11]([O:14][C:16]2[CH:49]=[CH:48][C:19]([CH2:20][O:21][C:22]3[CH:27]=[CH:26][CH:25]=[CH:24][C:23]=3[C:28]3[N:33]=[C:32]([N:34]4[C:38]([C:39]([F:42])([F:41])[F:40])=[C:37]([C:43]([OH:45])=[O:44])[CH:36]=[N:35]4)[CH:31]=[CH:30][CH:29]=3)=[CH:18][CH:17]=2)=[CH:10][CH:9]=1, predict the reactants needed to synthesize it. The reactants are: [C:1](=[O:4])([O-])[O-:2].[Cs+].[Cs+].[Cl:7][C:8]1[CH:13]=[CH:12][C:11]([OH:14])=[CH:10][CH:9]=1.I[C:16]1[CH:49]=[CH:48][C:19]([CH2:20][O:21][C:22]2[CH:27]=[CH:26][CH:25]=[CH:24][C:23]=2[C:28]2[N:33]=[C:32]([N:34]3[C:38]([C:39]([F:42])([F:41])[F:40])=[C:37]([C:43]([O:45]CC)=[O:44])[CH:36]=[N:35]3)[CH:31]=[CH:30][CH:29]=2)=[CH:18][CH:17]=1.[OH-].[Li+].Cl.